This data is from Forward reaction prediction with 1.9M reactions from USPTO patents (1976-2016). The task is: Predict the product of the given reaction. (1) Given the reactants [CH2:1]([O:8][C:9]1[CH:10]=[C:11]2[C:16](=[CH:17][CH:18]=1)[CH2:15][N:14]([CH2:19][C:20]([N:22]1[CH2:27][CH2:26][N:25]([CH:28]3[CH2:31][CH2:30][CH2:29]3)[CH2:24][CH2:23]1)=[O:21])[CH2:13][CH2:12]2)[C:2]1[CH:7]=[CH:6][CH:5]=CC=1, predict the reaction product. The product is: [CH:28]1([N:25]2[CH2:24][CH2:23][N:22]([C:20](=[O:21])[CH2:19][N:14]3[CH2:15][CH2:16][C:17]4[C:12](=[CH:11][CH:10]=[C:9]([O:8][CH:1]5[CH2:2][CH2:7][CH2:6][CH2:5]5)[CH:18]=4)[CH2:13]3)[CH2:27][CH2:26]2)[CH2:31][CH2:30][CH2:29]1. (2) Given the reactants [CH3:1][C:2]1[O:6][N:5]=[C:4]([C:7]2[CH:12]=[CH:11][CH:10]=[CH:9][CH:8]=2)[C:3]=1[CH2:13][O:14][C:15]1[CH:23]=[CH:22][C:18]([C:19]([OH:21])=O)=[CH:17][N:16]=1.[CH:24]1([NH2:30])[CH2:29][CH2:28][CH2:27][CH2:26][CH2:25]1, predict the reaction product. The product is: [CH:24]1([NH:30][C:19](=[O:21])[C:18]2[CH:22]=[CH:23][C:15]([O:14][CH2:13][C:3]3[C:4]([C:7]4[CH:8]=[CH:9][CH:10]=[CH:11][CH:12]=4)=[N:5][O:6][C:2]=3[CH3:1])=[N:16][CH:17]=2)[CH2:29][CH2:28][CH2:27][CH2:26][CH2:25]1.